This data is from Forward reaction prediction with 1.9M reactions from USPTO patents (1976-2016). The task is: Predict the product of the given reaction. (1) Given the reactants [CH3:1][N:2]1[CH2:6][CH2:5][C@@H:4]([OH:7])[CH2:3]1.[H-].[Na+].Cl[C:11]1[CH:16]=[CH:15][N:14]=[C:13]([NH:17][CH2:18][C:19]2[N:23]3[CH:24]=[C:25]([Cl:28])[CH:26]=[CH:27][C:22]3=[N:21][C:20]=2[C:29]2[CH:34]=[CH:33][C:32]([F:35])=[CH:31][CH:30]=2)[N:12]=1, predict the reaction product. The product is: [Cl:28][C:25]1[CH:26]=[CH:27][C:22]2[N:23]([C:19]([CH2:18][NH:17][C:13]3[N:14]=[C:15]([O:7][C@@H:4]4[CH2:5][CH2:6][N:2]([CH3:1])[CH2:3]4)[CH:16]=[CH:11][N:12]=3)=[C:20]([C:29]3[CH:30]=[CH:31][C:32]([F:35])=[CH:33][CH:34]=3)[N:21]=2)[CH:24]=1. (2) The product is: [CH3:23][C:22]([CH3:25])([O:21][C:19]([NH:1][C:2]1[CH:10]=[CH:9][CH:8]=[C:7]([CH3:11])[C:3]=1[C:4]([OH:6])=[O:5])=[O:20])[CH3:24]. Given the reactants [NH2:1][C:2]1[CH:10]=[CH:9][CH:8]=[C:7]([CH3:11])[C:3]=1[C:4]([OH:6])=[O:5].C(N(CC)CC)C.[C:19](O[C:19]([O:21][C:22]([CH3:25])([CH3:24])[CH3:23])=[O:20])([O:21][C:22]([CH3:25])([CH3:24])[CH3:23])=[O:20].C(O)(=O)CC(CC(O)=O)(C(O)=O)O, predict the reaction product.